This data is from Full USPTO retrosynthesis dataset with 1.9M reactions from patents (1976-2016). The task is: Predict the reactants needed to synthesize the given product. (1) Given the product [Br:1][C:2]1[CH:6]=[N:5][N:4]([CH3:7])[C:3]=1[C:8]1[CH:9]=[C:10]([NH:16][C:26]([NH:25][C:22]2[CH:23]=[CH:24][C:19]([N:18]([CH3:28])[CH3:17])=[CH:20][CH:21]=2)=[O:27])[CH:11]=[CH:12][C:13]=1[O:14][CH3:15], predict the reactants needed to synthesize it. The reactants are: [Br:1][C:2]1[CH:6]=[N:5][N:4]([CH3:7])[C:3]=1[C:8]1[CH:9]=[C:10]([NH2:16])[CH:11]=[CH:12][C:13]=1[O:14][CH3:15].[CH3:17][N:18]([CH3:28])[C:19]1[CH:24]=[CH:23][C:22]([N:25]=[C:26]=[O:27])=[CH:21][CH:20]=1. (2) Given the product [O:35]=[S:12]1(=[O:11])[C:17]2[CH:18]=[C:19]([O:22][C:23]3[CH:28]=[CH:27][C:26]([CH2:29][C:30](=[N:9][OH:10])[NH2:31])=[CH:25][CH:24]=3)[CH:20]=[CH:21][C:16]=2[N:15]2[CH2:32][CH2:33][CH2:34][C:14]2=[N:13]1, predict the reactants needed to synthesize it. The reactants are: C(N(CC)CC)C.Cl.[NH2:9][OH:10].[O:11]=[S:12]1(=[O:35])[C:17]2[CH:18]=[C:19]([O:22][C:23]3[CH:28]=[CH:27][C:26]([CH2:29][C:30]#[N:31])=[CH:25][CH:24]=3)[CH:20]=[CH:21][C:16]=2[N:15]2[CH2:32][CH2:33][CH2:34][CH:14]2[NH:13]1. (3) Given the product [C:3]([C:7]1[CH:8]=[CH:9][C:10](/[C:13](/[C:21]2[CH:26]=[CH:25][C:24]([Cl:27])=[C:23]([O:28][CH3:29])[N:22]=2)=[CH:14]\[C@@H:15]2[N:19]([CH3:30])[C:18](=[O:20])[CH2:17][CH2:16]2)=[CH:11][CH:12]=1)([CH3:6])([CH3:4])[CH3:5], predict the reactants needed to synthesize it. The reactants are: [H-].[Na+].[C:3]([C:7]1[CH:12]=[CH:11][C:10](/[C:13](/[C:21]2[CH:26]=[CH:25][C:24]([Cl:27])=[C:23]([O:28][CH3:29])[N:22]=2)=[CH:14]\[C@@H:15]2[NH:19][C:18](=[O:20])[CH2:17][CH2:16]2)=[CH:9][CH:8]=1)([CH3:6])([CH3:5])[CH3:4].[CH3:30]I.O. (4) Given the product [Br:8][C:5]1[N:6]=[CH:7][C:2]([NH:1][CH2:18][CH2:17][O:16][Si:9]([C:12]([CH3:15])([CH3:14])[CH3:13])([CH3:11])[CH3:10])=[CH:3][CH:4]=1, predict the reactants needed to synthesize it. The reactants are: [NH2:1][C:2]1[CH:3]=[CH:4][C:5]([Br:8])=[N:6][CH:7]=1.[Si:9]([O:16][CH2:17][CH:18]=O)([C:12]([CH3:15])([CH3:14])[CH3:13])([CH3:11])[CH3:10].C(O)(=O)C.C(O[BH-](OC(=O)C)OC(=O)C)(=O)C.[Na+]. (5) Given the product [C:14]([O:13][C:11]([N:6]1[CH2:7][CH2:8][N:9]([S:27]([CH3:30])(=[O:29])=[O:28])[CH2:10][CH:5]1[C:3]([OH:2])=[O:4])=[O:12])([CH3:17])([CH3:16])[CH3:15], predict the reactants needed to synthesize it. The reactants are: C[O:2][C:3]([CH:5]1[CH2:10][NH:9][CH2:8][CH2:7][N:6]1[C:11]([O:13][C:14]([CH3:17])([CH3:16])[CH3:15])=[O:12])=[O:4].CCN(C(C)C)C(C)C.[S:27](Cl)([CH3:30])(=[O:29])=[O:28]. (6) Given the product [Br:16][C:7]1[C:6]([F:5])=[CH:14][CH:13]=[C:12]2[C:8]=1[CH2:9][CH2:10][C:11]2=[O:15], predict the reactants needed to synthesize it. The reactants are: [Cl-].[Cl-].[Cl-].[Al+3].[F:5][C:6]1[CH:7]=[C:8]2[C:12](=[CH:13][CH:14]=1)[C:11](=[O:15])[CH2:10][CH2:9]2.[Br:16]Br.Cl. (7) Given the product [C:1]([O:5][C:6]([NH:8][C:9]1[CH:14]=[CH:13][C:12]([Cl:15])=[CH:11][C:10]=1[C:16]1[N:17]=[C:18]2[CH2:25][CH2:24][CH:23]([C:26]([O:28][CH2:40][C:39]([C:36]3[CH:35]=[CH:34][C:33]([NH:32][C:31]([O:30][CH3:29])=[O:43])=[CH:38][CH:37]=3)=[O:42])=[O:27])[N:19]2[C:20](=[O:22])[CH:21]=1)=[O:7])([CH3:4])([CH3:2])[CH3:3], predict the reactants needed to synthesize it. The reactants are: [C:1]([O:5][C:6]([NH:8][C:9]1[CH:14]=[CH:13][C:12]([Cl:15])=[CH:11][C:10]=1[C:16]1[N:17]=[C:18]2[CH2:25][CH2:24][CH:23]([C:26]([OH:28])=[O:27])[N:19]2[C:20](=[O:22])[CH:21]=1)=[O:7])([CH3:4])([CH3:3])[CH3:2].[CH3:29][O:30][C:31](=[O:43])[NH:32][C:33]1[CH:38]=[CH:37][C:36]([C:39](=[O:42])[CH2:40]Br)=[CH:35][CH:34]=1.C(=O)([O-])[O-].[K+].[K+].